Dataset: Full USPTO retrosynthesis dataset with 1.9M reactions from patents (1976-2016). Task: Predict the reactants needed to synthesize the given product. Given the product [CH3:22][O:21][C:20]1[CH:19]=[CH:18][C:17]([C:23]2[S:27][C:26]([C:28](=[O:29])[CH2:35][CH3:36])=[CH:25][C:24]=2[CH3:34])=[CH:16][C:15]=1[C:12]1[CH:11]=[CH:10][C:9]([S:6]([NH2:5])(=[O:8])=[O:7])=[CH:14][CH:13]=1, predict the reactants needed to synthesize it. The reactants are: CN(C=[N:5][S:6]([C:9]1[CH:14]=[CH:13][C:12]([C:15]2[C:20]([O:21][CH3:22])=[CH:19][CH:18]=[C:17]([C:23]3[S:27][C:26]([C:28](N(OC)C)=[O:29])=[CH:25][C:24]=3[CH3:34])[CH:16]=2)=[CH:11][CH:10]=1)(=[O:8])=[O:7])C.[CH2:35]1COC[CH2:36]1.